Dataset: Reaction yield outcomes from USPTO patents with 853,638 reactions. Task: Predict the reaction yield, written as a fraction of the theoretical maximum amount of product (1.0 means a 100% yield; for example, 0.34 means a 34% yield). The reactants are N[OH:2].[O:3]1[CH2:8][CH2:7][CH2:6][CH2:5][CH:4]1[O:9][CH2:10][C:11]1[CH:12]=[C:13]([CH:16]=[CH:17][CH:18]=1)[C:14]#[N:15].[C:19]([N:26]1C=CN=C1)(N1C=CN=C1)=[O:20].O. The catalyst is C(O)(C)C.O1CCOCC1. The product is [O:3]1[CH2:8][CH2:7][CH2:6][CH2:5][CH:4]1[O:9][CH2:10][C:11]1[CH:12]=[C:13]([C:14]2[NH:26][C:19](=[O:20])[O:2][N:15]=2)[CH:16]=[CH:17][CH:18]=1. The yield is 0.890.